The task is: Regression. Given two drug SMILES strings and cell line genomic features, predict the synergy score measuring deviation from expected non-interaction effect.. This data is from NCI-60 drug combinations with 297,098 pairs across 59 cell lines. (1) Drug 1: CC12CCC3C(C1CCC2=O)CC(=C)C4=CC(=O)C=CC34C. Drug 2: C1=NC2=C(N=C(N=C2N1C3C(C(C(O3)CO)O)O)F)N. Cell line: SK-MEL-28. Synergy scores: CSS=31.3, Synergy_ZIP=-1.52, Synergy_Bliss=0.0520, Synergy_Loewe=0.278, Synergy_HSA=0.962. (2) Drug 1: C1C(C(OC1N2C=NC(=NC2=O)N)CO)O. Drug 2: C1CCC(C(C1)N)N.C(=O)(C(=O)[O-])[O-].[Pt+4]. Cell line: CAKI-1. Synergy scores: CSS=25.4, Synergy_ZIP=-3.77, Synergy_Bliss=-2.58, Synergy_Loewe=1.54, Synergy_HSA=1.81. (3) Drug 1: CC=C1C(=O)NC(C(=O)OC2CC(=O)NC(C(=O)NC(CSSCCC=C2)C(=O)N1)C(C)C)C(C)C. Drug 2: N.N.Cl[Pt+2]Cl. Cell line: RPMI-8226. Synergy scores: CSS=93.7, Synergy_ZIP=-0.214, Synergy_Bliss=-1.00, Synergy_Loewe=-0.200, Synergy_HSA=1.78. (4) Drug 1: CCC1=CC2CC(C3=C(CN(C2)C1)C4=CC=CC=C4N3)(C5=C(C=C6C(=C5)C78CCN9C7C(C=CC9)(C(C(C8N6C)(C(=O)OC)O)OC(=O)C)CC)OC)C(=O)OC.C(C(C(=O)O)O)(C(=O)O)O. Drug 2: CC(CN1CC(=O)NC(=O)C1)N2CC(=O)NC(=O)C2. Cell line: UACC62. Synergy scores: CSS=50.4, Synergy_ZIP=-5.36, Synergy_Bliss=-3.63, Synergy_Loewe=-0.222, Synergy_HSA=0.805. (5) Drug 1: C(CN)CNCCSP(=O)(O)O. Drug 2: CC1C(C(CC(O1)OC2CC(CC3=C2C(=C4C(=C3O)C(=O)C5=CC=CC=C5C4=O)O)(C(=O)C)O)N)O. Cell line: SK-MEL-5. Synergy scores: CSS=57.0, Synergy_ZIP=2.51, Synergy_Bliss=5.43, Synergy_Loewe=-62.3, Synergy_HSA=4.80. (6) Drug 1: C1=CC(=CC=C1CCCC(=O)O)N(CCCl)CCCl. Drug 2: CC(C1=C(C=CC(=C1Cl)F)Cl)OC2=C(N=CC(=C2)C3=CN(N=C3)C4CCNCC4)N. Cell line: SR. Synergy scores: CSS=68.3, Synergy_ZIP=-0.264, Synergy_Bliss=-1.74, Synergy_Loewe=-3.82, Synergy_HSA=0.0523. (7) Drug 1: CC1CCC2CC(C(=CC=CC=CC(CC(C(=O)C(C(C(=CC(C(=O)CC(OC(=O)C3CCCCN3C(=O)C(=O)C1(O2)O)C(C)CC4CCC(C(C4)OC)OCCO)C)C)O)OC)C)C)C)OC. Drug 2: C(CCl)NC(=O)N(CCCl)N=O. Cell line: UO-31. Synergy scores: CSS=-2.75, Synergy_ZIP=4.12, Synergy_Bliss=4.75, Synergy_Loewe=1.94, Synergy_HSA=1.85.